This data is from Full USPTO retrosynthesis dataset with 1.9M reactions from patents (1976-2016). The task is: Predict the reactants needed to synthesize the given product. Given the product [N+:22]([C:19]1[CH:20]=[CH:21][C:16]([O:14][N:13]=[C:7]2[CH2:12][CH2:11][CH2:10][CH2:9][CH2:8]2)=[CH:17][CH:18]=1)([O-:24])=[O:23], predict the reactants needed to synthesize it. The reactants are: CC(C)([O-])C.[K+].[C:7]1(=[N:13][OH:14])[CH2:12][CH2:11][CH2:10][CH2:9][CH2:8]1.Cl[C:16]1[CH:21]=[CH:20][C:19]([N+:22]([O-:24])=[O:23])=[CH:18][CH:17]=1.